From a dataset of Full USPTO retrosynthesis dataset with 1.9M reactions from patents (1976-2016). Predict the reactants needed to synthesize the given product. (1) Given the product [Cl:12][C:6]1[CH:7]=[C:8]([O:11][CH3:17])[CH:9]=[CH:10][C:5]=1[I:23], predict the reactants needed to synthesize it. The reactants are: C(N[C:5]1[CH:10]=[CH:9][C:8]([OH:11])=[CH:7][C:6]=1[Cl:12])(=O)C.N([O-])=O.[Na+].[CH2:17]1CCCCC1.[I-:23].[K+]. (2) Given the product [C:13]([Si:17]([CH3:33])([CH3:32])[O:18][CH2:19][CH2:20][O:21][C:22]1[C:23]([CH3:31])=[CH:24][C:25]([C:26]2[NH:6][C:4](=[O:5])[C:3]3[C:7]([CH3:12])=[CH:8][C:9]([CH3:11])=[N:10][C:2]=3[N:1]=2)=[CH:28][C:29]=1[CH3:30])([CH3:16])([CH3:15])[CH3:14], predict the reactants needed to synthesize it. The reactants are: [NH2:1][C:2]1[N:10]=[C:9]([CH3:11])[CH:8]=[C:7]([CH3:12])[C:3]=1[C:4]([NH2:6])=[O:5].[C:13]([Si:17]([CH3:33])([CH3:32])[O:18][CH2:19][CH2:20][O:21][C:22]1[C:29]([CH3:30])=[CH:28][C:25]([CH:26]=O)=[CH:24][C:23]=1[CH3:31])([CH3:16])([CH3:15])[CH3:14].S([O-])(O)=O.[Na+].C1(C)C=CC(S(O)(=O)=O)=CC=1.C(=O)(O)[O-].[Na+]. (3) Given the product [Cl:18][C:13]1[CH:14]=[CH:15][CH:16]=[CH:17][C:12]=1[CH2:11][C:8]1[S:7][C:6]([NH:5][C:3](=[O:4])[CH:2]([N:26]([CH3:27])[CH3:25])[C:19]2[CH:24]=[CH:23][CH:22]=[CH:21][CH:20]=2)=[N:10][CH:9]=1, predict the reactants needed to synthesize it. The reactants are: Br[CH:2]([C:19]1[CH:24]=[CH:23][CH:22]=[CH:21][CH:20]=1)[C:3]([NH:5][C:6]1[S:7][C:8]([CH2:11][C:12]2[CH:17]=[CH:16][CH:15]=[CH:14][C:13]=2[Cl:18])=[CH:9][N:10]=1)=[O:4].[CH3:25][NH:26][CH3:27]. (4) The reactants are: CCCC[N+](CCCC)(CCCC)CCCC.[F-].[Si]([O:26][C@H:27]1[CH2:36][C@@H:35]2[N:30]([C:31](=[O:52])/[C:32](=[CH:37]/[C:38]3[CH:43]=[CH:42][C:41]([N:44]4[CH:48]=[C:47]([CH3:49])[N:46]=[CH:45]4)=[C:40]([O:50][CH3:51])[CH:39]=3)/[CH2:33][CH2:34]2)[C@H:29]([C:53]2[CH:58]=[CH:57][CH:56]=[CH:55][CH:54]=2)[CH2:28]1)(C(C)(C)C)(C)C.[Cl-].[NH4+].C(OCC)(=O)C. Given the product [C:53]1([C@@H:29]2[CH2:28][C@@H:27]([OH:26])[CH2:36][C@@H:35]3[N:30]2[C:31](=[O:52])/[C:32](=[CH:37]/[C:38]2[CH:43]=[CH:42][C:41]([N:44]4[CH:48]=[C:47]([CH3:49])[N:46]=[CH:45]4)=[C:40]([O:50][CH3:51])[CH:39]=2)/[CH2:33][CH2:34]3)[CH:54]=[CH:55][CH:56]=[CH:57][CH:58]=1, predict the reactants needed to synthesize it. (5) Given the product [CH3:1][O:2][C:3](=[O:24])[CH2:4][CH2:5][C:6]1[C:8](=[O:23])[N:9]([CH2:10][CH2:11][CH2:12][C:13]2[CH:14]=[CH:15][C:16]([CH3:19])=[CH:17][CH:18]=2)[CH2:20][CH:21]=1, predict the reactants needed to synthesize it. The reactants are: [CH3:1][O:2][C:3](=[O:24])[CH2:4][CH2:5][C:6]([C:8](=[O:23])[N:9]([CH2:20][CH:21]=C)[CH2:10][CH2:11][CH2:12][C:13]1[CH:18]=[CH:17][C:16]([CH3:19])=[CH:15][CH:14]=1)=C. (6) The reactants are: C([O-])([O-])=O.C([O-])([O-])=O.O.O.O.[K+].[K+].[K+].[K+].C([O:19][CH2:20][CH2:21][CH2:22][CH:23]([CH3:35])[CH2:24][CH2:25][CH2:26][CH:27]([CH3:34])[CH2:28][CH2:29][CH2:30][CH:31]([CH3:33])[CH3:32])(=O)C.C1COCC1. Given the product [CH3:35][CH:23]([CH2:24][CH2:25][CH2:26][CH:27]([CH3:34])[CH2:28][CH2:29][CH2:30][CH:31]([CH3:33])[CH3:32])[CH2:22][CH2:21][CH2:20][OH:19], predict the reactants needed to synthesize it.